Dataset: Retrosynthesis with 50K atom-mapped reactions and 10 reaction types from USPTO. Task: Predict the reactants needed to synthesize the given product. (1) Given the product CN1CCC(N(C(=O)c2cc(Cl)ccc2F)c2ccccc2N)CC1, predict the reactants needed to synthesize it. The reactants are: CN1CCC(N(C(=O)c2cc(Cl)ccc2F)c2ccccc2[N+](=O)[O-])CC1. (2) The reactants are: O=C(COc1cc(-c2ccc([N+](=O)[O-])cc2)nc2ccccc12)N1CCOCC1. Given the product Nc1ccc(-c2cc(OCC(=O)N3CCOCC3)c3ccccc3n2)cc1, predict the reactants needed to synthesize it. (3) Given the product CC(C)c1cc(C(=O)Oc2ccc(C=CC(=O)O)cc2)cc2c1OC(C)(C)CC2(C)C, predict the reactants needed to synthesize it. The reactants are: CC(C)c1cc(C(=O)Oc2ccc(C=CC(=O)OCc3ccccc3)cc2)cc2c1OC(C)(C)CC2(C)C.